Dataset: Full USPTO retrosynthesis dataset with 1.9M reactions from patents (1976-2016). Task: Predict the reactants needed to synthesize the given product. (1) Given the product [CH3:1][O:2][C:3]1[C:4]([C:5](=[O:7])[S:18][C:13]2[CH:14]=[CH:15][CH:16]=[CH:17][N:12]=2)=[CH:8][CH:9]=[CH:10][N:11]=1, predict the reactants needed to synthesize it. The reactants are: [CH3:1][O:2][C:3]1[N:11]=[CH:10][CH:9]=[CH:8][C:4]=1[C:5]([OH:7])=O.[N:12]1[CH:17]=[CH:16][CH:15]=[CH:14][C:13]=1[S:18][S:18][C:13]1[CH:14]=[CH:15][CH:16]=[CH:17][N:12]=1.C1(P(C2C=CC=CC=2)C2C=CC=CC=2)C=CC=CC=1. (2) Given the product [C:19]1([CH3:36])[CH:24]=[CH:23][CH:22]=[CH:21][C:20]=1[C:25]1[C:26]2[CH:35]=[CH:34][CH:33]=[CH:32][C:27]=2[S:28][C:29]=1[CH2:30][OH:31], predict the reactants needed to synthesize it. The reactants are: [BH4-].C([N+](CCCC)(CCCC)CCCC)CCC.[C:19]1([CH3:36])[CH:24]=[CH:23][CH:22]=[CH:21][C:20]=1[C:25]1[C:26]2[CH:35]=[CH:34][CH:33]=[CH:32][C:27]=2[S:28][C:29]=1[CH:30]=[O:31]. (3) Given the product [S:13]([OH:16])([O:12][CH2:11][CH2:10][N:3]([CH2:1][CH3:2])[C:4]1[CH:5]=[CH:6][CH:7]=[CH:8][CH:9]=1)(=[O:15])=[O:14], predict the reactants needed to synthesize it. The reactants are: [CH2:1]([N:3]([CH2:10][CH2:11][OH:12])[C:4]1[CH:9]=[CH:8][CH:7]=[CH:6][CH:5]=1)[CH3:2].[S:13](=O)(=[O:16])([OH:15])[OH:14].